Dataset: Full USPTO retrosynthesis dataset with 1.9M reactions from patents (1976-2016). Task: Predict the reactants needed to synthesize the given product. (1) The reactants are: Cl[C:2]1[N:7]=[C:6]([O:8][CH2:9][C:10]([F:13])([F:12])[F:11])[N:5]=[C:4]([NH:14][C:15]2[CH:24]=[CH:23][C:18]([C:19]([O:21][CH3:22])=[O:20])=[CH:17][CH:16]=2)[N:3]=1.[NH2:25][CH2:26][CH2:27][CH2:28][CH2:29][CH2:30][CH2:31][CH2:32][CH2:33][CH2:34][CH2:35][NH:36][C:37](=[O:43])[O:38][C:39]([CH3:42])([CH3:41])[CH3:40].CCN(C(C)C)C(C)C. Given the product [C:39]([O:38][C:37]([NH:36][CH2:35][CH2:34][CH2:33][CH2:32][CH2:31][CH2:30][CH2:29][CH2:28][CH2:27][CH2:26][NH:25][C:2]1[N:7]=[C:6]([O:8][CH2:9][C:10]([F:13])([F:12])[F:11])[N:5]=[C:4]([NH:14][C:15]2[CH:24]=[CH:23][C:18]([C:19]([O:21][CH3:22])=[O:20])=[CH:17][CH:16]=2)[N:3]=1)=[O:43])([CH3:42])([CH3:41])[CH3:40], predict the reactants needed to synthesize it. (2) The reactants are: [N:1]([C:4]1[C:5]([CH3:11])=[N:6][CH:7]=[C:8]([CH3:10])[N:9]=1)=[N+]=[N-].Cl.[Sn](Cl)(Cl)(Cl)Cl. Given the product [NH2:1][C:4]1[C:5]([CH3:11])=[N:6][CH:7]=[C:8]([CH3:10])[N:9]=1, predict the reactants needed to synthesize it. (3) Given the product [Br:9][C:5]1[C:3]2[C:2](=[C:18]3[C:19](=[C:20]([NH2:21])[N:4]=2)[CH:22]=[CH:23][CH:24]=[CH:25]3)[CH:8]=[CH:7][CH:6]=1, predict the reactants needed to synthesize it. The reactants are: Br[C:2]1[CH:8]=[CH:7][CH:6]=[C:5]([Br:9])[C:3]=1[NH2:4].CC1(C)C(C)(C)OB([C:18]2[CH:25]=[CH:24][CH:23]=[CH:22][C:19]=2[C:20]#[N:21])O1.O.P([O-])([O-])([O-])=O.[K+].[K+].[K+].C(Cl)Cl. (4) The reactants are: [CH2:1]([S:6](Cl)(=[O:8])=[O:7])[CH2:2][CH2:3][CH2:4][CH3:5].[NH2:10][C:11]1[CH:12]=[CH:13][C:14]([N:17]2[CH2:22][CH2:21][N:20]([C:23]([C:25]3[CH:30]=[CH:29][CH:28]=[CH:27][C:26]=3[C:31]([F:34])([F:33])[F:32])=[O:24])[CH2:19][CH2:18]2)=[N:15][CH:16]=1. Given the product [F:34][C:31]([F:32])([F:33])[C:26]1[CH:27]=[CH:28][CH:29]=[CH:30][C:25]=1[C:23]([N:20]1[CH2:19][CH2:18][N:17]([C:14]2[N:15]=[CH:16][C:11]([NH:10][S:6]([CH2:1][CH2:2][CH2:3][CH2:4][CH3:5])(=[O:8])=[O:7])=[CH:12][CH:13]=2)[CH2:22][CH2:21]1)=[O:24], predict the reactants needed to synthesize it. (5) Given the product [CH2:1]([O:3][C:4]([C:6]1([C:9]2[CH:14]=[CH:13][C:12]([C:15]3[CH:20]=[CH:19][C:18]([C:21]4[O:25][N:24]=[C:23]([CH3:26])[C:22]=4[NH:27][C:28]4[CH:33]=[CH:32][CH:31]=[C:30]([C:37]5[CH:38]=[CH:39][CH:40]=[C:41]([C:42]([F:45])([F:44])[F:43])[C:36]=5[Cl:35])[N:29]=4)=[CH:17][CH:16]=3)=[CH:11][CH:10]=2)[CH2:8][CH2:7]1)=[O:5])[CH3:2], predict the reactants needed to synthesize it. The reactants are: [CH2:1]([O:3][C:4]([C:6]1([C:9]2[CH:14]=[CH:13][C:12]([C:15]3[CH:20]=[CH:19][C:18]([C:21]4[O:25][N:24]=[C:23]([CH3:26])[C:22]=4[NH:27][C:28]4[CH:33]=[CH:32][CH:31]=[C:30](Br)[N:29]=4)=[CH:17][CH:16]=3)=[CH:11][CH:10]=2)[CH2:8][CH2:7]1)=[O:5])[CH3:2].[Cl:35][C:36]1[C:41]([C:42]([F:45])([F:44])[F:43])=[CH:40][CH:39]=[CH:38][C:37]=1B(O)O. (6) Given the product [N:17]1([CH2:16][CH2:15][NH:14][C:2]2[C:10]3[O:9][CH:8]=[CH:7][C:6]=3[CH:5]=[C:4]([N+:11]([O-:13])=[O:12])[CH:3]=2)[CH2:22][CH2:21][O:20][CH2:19][CH2:18]1, predict the reactants needed to synthesize it. The reactants are: I[C:2]1[C:10]2[O:9][CH:8]=[CH:7][C:6]=2[CH:5]=[C:4]([N+:11]([O-:13])=[O:12])[CH:3]=1.[NH2:14][CH2:15][CH2:16][N:17]1[CH2:22][CH2:21][O:20][CH2:19][CH2:18]1.CC([O-])(C)C.[Na+].CC1(C)C2C(=C(P(C3C=CC=CC=3)C3C=CC=CC=3)C=CC=2)OC2C(P(C3C=CC=CC=3)C3C=CC=CC=3)=CC=CC1=2. (7) Given the product [C:32]([NH:31][C:27]1[CH:26]=[C:25]([O:24][C:21]2[CH:20]=[CH:19][C:18]([NH:17][C:12]([NH:10][C:8](=[O:9])[CH2:7][CH:1]3[CH2:6][CH2:5][CH2:4][CH2:3][CH2:2]3)=[O:13])=[N:23][CH:22]=2)[CH:30]=[CH:29][N:28]=1)(=[O:34])[CH3:33], predict the reactants needed to synthesize it. The reactants are: [CH:1]1([CH2:7][C:8]([NH2:10])=[O:9])[CH2:6][CH2:5][CH2:4][CH2:3][CH2:2]1.C(Cl)(=O)[C:12](Cl)=[O:13].[NH2:17][C:18]1[N:23]=[CH:22][C:21]([O:24][C:25]2[CH:30]=[CH:29][N:28]=[C:27]([NH:31][C:32](=[O:34])[CH3:33])[CH:26]=2)=[CH:20][CH:19]=1.O. (8) Given the product [F:1][C:2]1[N:3]=[CH:4][C:5]2[C:10]([CH:11]=1)=[CH:9][C:8]([C:12]([NH:27][NH:28][C:29]([NH2:31])=[S:30])=[O:14])=[CH:7][CH:6]=2, predict the reactants needed to synthesize it. The reactants are: [F:1][C:2]1[N:3]=[CH:4][C:5]2[C:10]([CH:11]=1)=[CH:9][C:8]([C:12]([OH:14])=O)=[CH:7][CH:6]=2.N1(C(N2C=CN=C2)=O)C=CN=C1.[NH2:27][NH:28][C:29]([NH2:31])=[S:30]. (9) Given the product [CH3:1][O:2][C:3]([C:5]1[N:6]([CH2:25][C:26]2[CH:31]=[CH:30][CH:29]=[CH:28][CH:27]=2)[C:7](=[O:24])[C:8]2[C:13]([C:14]=1[C:38]1[CH:37]=[CH:36][CH:35]=[C:34]([CH:32]=[O:33])[CH:39]=1)=[CH:12][C:11]([Cl:23])=[CH:10][CH:9]=2)=[O:4], predict the reactants needed to synthesize it. The reactants are: [CH3:1][O:2][C:3]([C:5]1[N:6]([CH2:25][C:26]2[CH:31]=[CH:30][CH:29]=[CH:28][CH:27]=2)[C:7](=[O:24])[C:8]2[C:13]([C:14]=1OS(C(F)(F)F)(=O)=O)=[CH:12][C:11]([Cl:23])=[CH:10][CH:9]=2)=[O:4].[CH:32]([C:34]1[CH:35]=[C:36](B(O)O)[CH:37]=[CH:38][CH:39]=1)=[O:33]. (10) The reactants are: [F:1][C:2]([F:29])([F:28])[C:3]([NH:5][C:6]1[CH:11]=[CH:10][C:9]([CH2:12][CH2:13][C:14](=[O:27])[C:15]2[CH:20]=[CH:19][C:18]([N:21]3[CH2:26][CH2:25][NH:24][CH2:23][CH2:22]3)=[CH:17][CH:16]=2)=[CH:8][CH:7]=1)=[O:4].[CH3:30][S:31](Cl)(=[O:33])=[O:32].C(N(CC)CC)C. Given the product [F:29][C:2]([F:28])([F:1])[C:3]([NH:5][C:6]1[CH:7]=[CH:8][C:9]([CH2:12][CH2:13][C:14]([C:15]2[CH:20]=[CH:19][C:18]([N:21]3[CH2:26][CH2:25][N:24]([S:31]([CH3:30])(=[O:33])=[O:32])[CH2:23][CH2:22]3)=[CH:17][CH:16]=2)=[O:27])=[CH:10][CH:11]=1)=[O:4], predict the reactants needed to synthesize it.